This data is from Forward reaction prediction with 1.9M reactions from USPTO patents (1976-2016). The task is: Predict the product of the given reaction. (1) Given the reactants [NH2:1][C:2]1[C:3]([O:21][C:22]2[CH:27]=[CH:26][CH:25]=[CH:24][CH:23]=2)=[N:4][C:5]([CH3:20])=[C:6]([CH3:19])[C:7]=1[NH:8][CH2:9][CH2:10][NH:11][C:12](=[O:18])[O:13][C:14]([CH3:17])([CH3:16])[CH3:15].Cl.[Cl:29][CH2:30][C:31](=N)OCC, predict the reaction product. The product is: [Cl:29][CH2:30][C:31]1[N:8]([CH2:9][CH2:10][NH:11][C:12](=[O:18])[O:13][C:14]([CH3:17])([CH3:16])[CH3:15])[C:7]2[C:6]([CH3:19])=[C:5]([CH3:20])[N:4]=[C:3]([O:21][C:22]3[CH:23]=[CH:24][CH:25]=[CH:26][CH:27]=3)[C:2]=2[N:1]=1. (2) Given the reactants Br[C:2]1[CH:22]=[CH:21][CH:20]=[CH:19][C:3]=1[CH2:4][N:5]1[C:13]2[C:8](=[CH:9][C:10]([C:14]([OH:16])=[O:15])=[CH:11][CH:12]=2)[C:7]([CH3:17])=[C:6]1[CH3:18].[CH2:23]([O:25][C:26]([C:28]1[CH:29]=[C:30](B(O)O)[CH:31]=[CH:32][CH:33]=1)=[O:27])[CH3:24], predict the reaction product. The product is: [CH2:23]([O:25][C:26]([C:28]1[CH:33]=[C:32]([C:2]2[CH:22]=[CH:21][CH:20]=[CH:19][C:3]=2[CH2:4][N:5]2[C:13]3[C:8](=[CH:9][C:10]([C:14]([OH:16])=[O:15])=[CH:11][CH:12]=3)[C:7]([CH3:17])=[C:6]2[CH3:18])[CH:31]=[CH:30][CH:29]=1)=[O:27])[CH3:24]. (3) Given the reactants [Cl:1][C:2]1[CH:3]=[C:4]([CH3:19])[C:5]([CH2:8][NH:9][C:10]([CH3:18])([C:12]2[CH:17]=[CH:16][CH:15]=[CH:14][N:13]=2)[CH3:11])=[N:6][CH:7]=1.[CH3:20][O:21][C:22](=[O:33])[C:23]1[CH:28]=[C:27]([C:29]#[N:30])[CH:26]=[CH:25][C:24]=1[CH2:31]Br.CCN(C(C)C)C(C)C, predict the reaction product. The product is: [CH3:20][O:21][C:22](=[O:33])[C:23]1[CH:28]=[C:27]([C:29]#[N:30])[CH:26]=[CH:25][C:24]=1[CH2:31][N:9]([CH2:8][C:5]1[C:4]([CH3:19])=[CH:3][C:2]([Cl:1])=[CH:7][N:6]=1)[C:10]([CH3:11])([C:12]1[CH:17]=[CH:16][CH:15]=[CH:14][N:13]=1)[CH3:18]. (4) Given the reactants [CH3:1][C:2]1([CH3:17])[C:6](=[O:7])[C:5]2[C:8]([CH3:16])=[C:9]([N+:13]([O-])=O)[CH:10]=[C:11]([CH3:12])[C:4]=2[O:3]1, predict the reaction product. The product is: [NH2:13][C:9]1[CH:10]=[C:11]([CH3:12])[C:4]2[O:3][C:2]([CH3:1])([CH3:17])[C:6](=[O:7])[C:5]=2[C:8]=1[CH3:16]. (5) Given the reactants N(C(C)C)(C(C)C)CC.[Cl:10][C:11]1[C:12]([CH:17]([NH2:34])[C:18]2[CH:27]=[C:26]3[C:21]([CH:22]=[CH:23][C:24]([C:28]4[CH:33]=[CH:32][CH:31]=[CH:30][CH:29]=4)=[N:25]3)=[CH:20][CH:19]=2)=[N:13][CH:14]=[CH:15][N:16]=1.[CH:35]1([C:39](Cl)=[O:40])[CH2:38][CH2:37][CH2:36]1, predict the reaction product. The product is: [Cl:10][C:11]1[C:12]([CH:17]([NH:34][C:39]([CH:35]2[CH2:38][CH2:37][CH2:36]2)=[O:40])[C:18]2[CH:27]=[C:26]3[C:21]([CH:22]=[CH:23][C:24]([C:28]4[CH:33]=[CH:32][CH:31]=[CH:30][CH:29]=4)=[N:25]3)=[CH:20][CH:19]=2)=[N:13][CH:14]=[CH:15][N:16]=1. (6) Given the reactants C(=O)([O-])[O-].[K+].[K+].[CH2:7](Br)[C:8]1[CH:13]=[CH:12][CH:11]=[CH:10][CH:9]=1.[C:15]([O:19][C:20]([N:22]1[C:30]2[C:25](=[CH:26][C:27]([OH:31])=[CH:28][CH:29]=2)[CH2:24][CH2:23]1)=[O:21])([CH3:18])([CH3:17])[CH3:16], predict the reaction product. The product is: [C:15]([O:19][C:20]([N:22]1[C:30]2[C:25](=[CH:26][C:27]([O:31][CH2:7][C:8]3[CH:13]=[CH:12][CH:11]=[CH:10][CH:9]=3)=[CH:28][CH:29]=2)[CH2:24][CH2:23]1)=[O:21])([CH3:18])([CH3:16])[CH3:17]. (7) Given the reactants NC1NC(C(N)=O)=NC=1.[N+:10](=[C:12]1[NH:16][CH2:15][N:14]=[C:13]1[C:17]([NH2:19])=[O:18])=[N-:11].[CH3:20][N:21]=[C:22]=[O:23], predict the reaction product. The product is: [CH3:20][N:21]1[N:11]=[N:10][C:12]2[N:16]([CH:15]=[N:14][C:13]=2[C:17]([NH2:19])=[O:18])[C:22]1=[O:23].